Dataset: Full USPTO retrosynthesis dataset with 1.9M reactions from patents (1976-2016). Task: Predict the reactants needed to synthesize the given product. (1) Given the product [CH:40]([O:42][CH2:12][C:13]1([CH3:39])[CH2:17][C:16]2[C:18]([CH3:38])=[C:19]([N:24]3[CH2:29][CH2:28][N:27]([C:30]4[CH:31]=[CH:32][C:33]([O:36][CH3:37])=[CH:34][CH:35]=4)[CH2:26][CH2:25]3)[C:20]([CH3:23])=[C:21]([CH3:22])[C:15]=2[O:14]1)=[O:41], predict the reactants needed to synthesize it. The reactants are: C(O)C.C(O[CH2:12][C:13]1([CH3:39])[CH2:17][C:16]2[C:18]([CH3:38])=[C:19]([N:24]3[CH2:29][CH2:28][N:27]([C:30]4[CH:35]=[CH:34][C:33]([O:36][CH3:37])=[CH:32][CH:31]=4)[CH2:26][CH2:25]3)[C:20]([CH3:23])=[C:21]([CH3:22])[C:15]=2[O:14]1)C1C=CC=CC=1.[CH:40]([OH:42])=[O:41]. (2) Given the product [Cl:11][C:6]1[C:5]2[N:12]([CH2:13][C@H:14]3[CH2:19][CH2:18][C@H:17]([CH3:20])[CH2:16][CH2:15]3)[C:2]([N:28]3[CH2:29][CH2:30][O:31][CH2:32][C@H:27]3[C:21]3[CH:26]=[CH:25][CH:24]=[CH:23][CH:22]=3)=[N:3][C:4]=2[CH:9]=[C:8]([Cl:10])[N:7]=1, predict the reactants needed to synthesize it. The reactants are: Br[C:2]1[N:12]([CH2:13][C@H:14]2[CH2:19][CH2:18][C@H:17]([CH3:20])[CH2:16][CH2:15]2)[C:5]2[C:6]([Cl:11])=[N:7][C:8]([Cl:10])=[CH:9][C:4]=2[N:3]=1.[C:21]1([C@@H:27]2[CH2:32][O:31][CH2:30][CH2:29][NH:28]2)[CH:26]=[CH:25][CH:24]=[CH:23][CH:22]=1.[F-].[K+].C(N(CC)C(C)C)(C)C. (3) Given the product [NH2:1][C@H:2]([C:10]([NH:12][CH2:13][C:14]([NH:16][C@H:17]([C:19]([NH:21][C@H:22]([C:27]([O:29][CH3:30])=[O:28])[CH2:23][CH:24]([CH3:26])[CH3:25])=[O:20])[CH3:18])=[O:15])=[O:11])[CH2:3][C:4]1[CH:5]=[CH:6][CH:7]=[CH:8][CH:9]=1, predict the reactants needed to synthesize it. The reactants are: [NH:1](C(OCC1C=CC=CC=1)=O)[C@H:2]([C:10]([NH:12][CH2:13][C:14]([NH:16][C@H:17]([C:19]([NH:21][C@H:22]([C:27]([O:29][CH3:30])=[O:28])[CH2:23][CH:24]([CH3:26])[CH3:25])=[O:20])[CH3:18])=[O:15])=[O:11])[CH2:3][C:4]1[CH:9]=[CH:8][CH:7]=[CH:6][CH:5]=1. (4) Given the product [CH3:16][O:17][C:18]([C:20]1[O:21][C:22]([CH2:25][O:15][C:12]2[CH:11]=[CH:10][C:9]([C:3]3[CH:4]=[CH:5][CH:6]=[CH:7][CH:8]=3)=[CH:14][CH:13]=2)=[CH:23][CH:24]=1)=[O:19], predict the reactants needed to synthesize it. The reactants are: [H-].[Na+].[C:3]1([C:9]2[CH:14]=[CH:13][C:12]([OH:15])=[CH:11][CH:10]=2)[CH:8]=[CH:7][CH:6]=[CH:5][CH:4]=1.[CH3:16][O:17][C:18]([C:20]1[O:21][C:22]([CH2:25]Cl)=[CH:23][CH:24]=1)=[O:19]. (5) Given the product [CH3:22][O:23][C:24](=[O:33])[C:25]1[CH:30]=[CH:29][C:28]([CH3:31])=[C:27]([NH:32][C:19]([C:7]2[C:8](=[O:18])[NH:9][C:10]3[C:5]([CH:6]=2)=[CH:4][C:3]([O:2][CH3:1])=[C:12]([O:13][CH2:14][CH2:15][O:16][CH3:17])[CH:11]=3)=[O:21])[CH:26]=1, predict the reactants needed to synthesize it. The reactants are: [CH3:1][O:2][C:3]1[CH:4]=[C:5]2[C:10](=[CH:11][C:12]=1[O:13][CH2:14][CH2:15][O:16][CH3:17])[NH:9][C:8](=[O:18])[C:7]([C:19]([OH:21])=O)=[CH:6]2.[CH3:22][O:23][C:24](=[O:33])[C:25]1[CH:30]=[CH:29][C:28]([CH3:31])=[C:27]([NH2:32])[CH:26]=1. (6) Given the product [Cl:1][C:2]1[C:3]([F:20])=[C:4]([CH:17]=[CH:18][CH:19]=1)[CH2:5][C:6]1[C:7]([F:16])=[N:8][C:9]([F:15])=[C:10]([CH:14]=1)[C:11]([C:28](=[CH:27][NH:42][C@@H:43]([C:44]([CH3:47])([CH3:46])[CH3:45])[CH2:48][OH:49])[C:29]([O:31][CH2:32][CH3:33])=[O:30])=[O:13], predict the reactants needed to synthesize it. The reactants are: [Cl:1][C:2]1[C:3]([F:20])=[C:4]([CH:17]=[CH:18][CH:19]=1)[CH2:5][C:6]1[C:7]([F:16])=[N:8][C:9]([F:15])=[C:10]([CH:14]=1)[C:11]([OH:13])=O.S(Cl)(Cl)=O.CN(C)[CH:27]=[CH:28][C:29]([O:31][CH2:32][CH3:33])=[O:30].C(N(CC)CC)C.[NH2:42][C@H:43]([CH:48]=[O:49])[C:44]([CH3:47])([CH3:46])[CH3:45].N[C@H](CO)C(C)C.